Dataset: NCI-60 drug combinations with 297,098 pairs across 59 cell lines. Task: Regression. Given two drug SMILES strings and cell line genomic features, predict the synergy score measuring deviation from expected non-interaction effect. (1) Drug 1: CC12CCC3C(C1CCC2O)C(CC4=C3C=CC(=C4)O)CCCCCCCCCS(=O)CCCC(C(F)(F)F)(F)F. Drug 2: C1C(C(OC1N2C=NC3=C2NC=NCC3O)CO)O. Cell line: HL-60(TB). Synergy scores: CSS=-3.36, Synergy_ZIP=0.804, Synergy_Bliss=0.0219, Synergy_Loewe=-3.34, Synergy_HSA=-3.98. (2) Drug 1: C1=NC2=C(N1)C(=S)N=CN2. Drug 2: C(CCl)NC(=O)N(CCCl)N=O. Cell line: U251. Synergy scores: CSS=54.1, Synergy_ZIP=-7.27, Synergy_Bliss=-4.97, Synergy_Loewe=0.537, Synergy_HSA=-0.0858. (3) Drug 1: CC1C(C(CC(O1)OC2CC(CC3=C2C(=C4C(=C3O)C(=O)C5=C(C4=O)C(=CC=C5)OC)O)(C(=O)C)O)N)O.Cl. Drug 2: C1CN(CCN1C(=O)CCBr)C(=O)CCBr. Cell line: SN12C. Synergy scores: CSS=20.6, Synergy_ZIP=-7.95, Synergy_Bliss=2.63, Synergy_Loewe=-4.96, Synergy_HSA=2.68.